From a dataset of Reaction yield outcomes from USPTO patents with 853,638 reactions. Predict the reaction yield, written as a fraction of the theoretical maximum amount of product (1.0 means a 100% yield; for example, 0.34 means a 34% yield). (1) The product is [CH2:13]([O:15][CH:16]([O:19][CH2:20][CH3:21])[O:10][C:7]1[CH:8]=[CH:9][C:4]([F:3])=[CH:5][CH:6]=1)[CH3:14]. The reactants are [H-].[Na+].[F:3][C:4]1[CH:9]=[CH:8][C:7]([OH:10])=[CH:6][CH:5]=1.[H][H].[CH2:13]([O:15][CH:16]([O:19][CH2:20][CH3:21])CBr)[CH3:14]. The yield is 0.840. The catalyst is CN(C)C=O. (2) The reactants are CC([N:5]([CH2:9][C:10]1[CH:15]=[C:14](Br)[CH:13]=[CH:12][C:11]=1[CH3:17])[C:6](=[O:8])[O-:7])(C)C.[O-]P([O-])([O-])=O.[K+].[K+].[K+].[CH3:26][C:27]([Si:30]([CH3:43])([CH3:42])[O:31][CH2:32][C:33]1[CH:34]=[C:35](B(O)O)[CH:36]=[CH:37][CH:38]=1)([CH3:29])[CH3:28]. The catalyst is O1CCOCC1.CC([O-])=O.CC([O-])=O.[Pd+2].C1(P(C2CCCCC2)C2C=CC3C(=CC=CC=3)C=2C2C3C(=CC=CC=3)C=CC=2OC)CCCCC1. The product is [CH3:26][C:27]([Si:30]([CH3:43])([CH3:42])[O:31][CH2:32][C:33]1[CH:34]=[C:35]([C:14]2[CH:13]=[CH:12][C:11]([CH3:17])=[C:10]([CH2:9][NH:5][C:6](=[O:8])[O:7][C:10]([CH3:15])([CH3:11])[CH3:9])[CH:15]=2)[CH:36]=[CH:37][CH:38]=1)([CH3:29])[CH3:28]. The yield is 0.900.